Dataset: Full USPTO retrosynthesis dataset with 1.9M reactions from patents (1976-2016). Task: Predict the reactants needed to synthesize the given product. (1) Given the product [CH2:1]([O:4][N:5]1[C:11](=[O:12])[N:10]2[CH2:13][C@H:6]1[C:7]([CH3:17])=[CH:8][C@H:9]2[C:14]([NH:43][CH2:42][C:28]1[CH:27]=[C:26]([O:25][CH2:24][C:23]2[CH:22]=[CH:21][C:20]([O:19][CH3:18])=[CH:45][CH:44]=2)[C:31]([O:32][CH2:33][C:34]2[CH:35]=[CH:36][C:37]([O:40][CH3:41])=[CH:38][CH:39]=2)=[CH:30][N:29]=1)=[O:16])[CH:2]=[CH2:3], predict the reactants needed to synthesize it. The reactants are: [CH2:1]([O:4][N:5]1[C:11](=[O:12])[N:10]2[CH2:13][C@H:6]1[C:7]([CH3:17])=[CH:8][C@@H:9]2[C:14]([OH:16])=O)[CH:2]=[CH2:3].[CH3:18][O:19][C:20]1[CH:45]=[CH:44][C:23]([CH2:24][O:25][C:26]2[C:31]([O:32][CH2:33][C:34]3[CH:39]=[CH:38][C:37]([O:40][CH3:41])=[CH:36][CH:35]=3)=[CH:30][N:29]=[C:28]([CH2:42][NH2:43])[CH:27]=2)=[CH:22][CH:21]=1.F[P-](F)(F)(F)(F)F.N1(OC(N(C)C)=[N+](C)C)C2N=CC=CC=2N=N1.C(N(CC)C(C)C)(C)C. (2) Given the product [C:1]([O:5][C:6](=[O:23])[NH:7][C:8]1[CH:22]=[CH:21][C:11]2[C:12]([CH3:20])([CH3:19])[CH2:13][CH2:14][C:15]([NH:28][CH2:27][CH:26]([O:29][CH3:30])[O:25][CH3:24])=[N:16][C:10]=2[CH:9]=1)([CH3:4])([CH3:3])[CH3:2], predict the reactants needed to synthesize it. The reactants are: [C:1]([O:5][C:6](=[O:23])[NH:7][C:8]1[CH:22]=[CH:21][C:11]2[C:12]([CH3:20])([CH3:19])[CH2:13][CH2:14][C:15](SC)=[N:16][C:10]=2[CH:9]=1)([CH3:4])([CH3:3])[CH3:2].[CH3:24][O:25][CH:26]([O:29][CH3:30])[CH2:27][NH2:28].CCO.